Dataset: Catalyst prediction with 721,799 reactions and 888 catalyst types from USPTO. Task: Predict which catalyst facilitates the given reaction. (1) Reactant: S(Cl)(Cl)=O.[S:5]1[CH:9]=[CH:8][CH:7]=[C:6]1[CH2:10][C:11]([OH:13])=[O:12].[C:14](=O)(O)[O-].[Na+]. Product: [S:5]1[CH:9]=[CH:8][CH:7]=[C:6]1[CH2:10][C:11]([O:13][CH3:14])=[O:12]. The catalyst class is: 5. (2) Reactant: [Br:1][C:2]1[O:3][C:4]2[CH:10]=[CH:9][C:8]([CH2:11][C:12]([O:14][CH3:15])=[O:13])=[CH:7][C:5]=2[CH:6]=1.C1C(=O)N([Br:23])C(=O)C1.CC(N=NC(C#N)(C)C)(C#N)C.O. Product: [Br:23][CH:11]([C:8]1[CH:9]=[CH:10][C:4]2[O:3][C:2]([Br:1])=[CH:6][C:5]=2[CH:7]=1)[C:12]([O:14][CH3:15])=[O:13]. The catalyst class is: 53. (3) Reactant: [CH:1]([C:5]1[CH:6]=[CH:7][CH:8]=[CH:9][CH:10]=1)=[CH:2][CH2:3][CH3:4].C(=O)([O-])[OH:12].[Na+].ClC1C=CC=C(C(OO)=O)C=1. Product: [CH2:2]([CH:3]1[CH2:4][O:12]1)[CH2:1][C:5]1[CH:10]=[CH:9][CH:8]=[CH:7][CH:6]=1. The catalyst class is: 46. (4) Reactant: [NH2:1][C:2]1[C:7]([C:8]2[S:12][C:11]3[CH:13]=[CH:14][C:15]([NH:17][C:18]([NH:20][C:21]4[CH:26]=[CH:25][C:24]([Cl:27])=[C:23]([C:28]([F:31])([F:30])[F:29])[CH:22]=4)=[O:19])=[CH:16][C:10]=3[CH:9]=2)=[CH:6][C:5]([C:32]2[N:33]=[N:34][N:35]([CH2:37][CH2:38][CH2:39][O:40][Si](C(C)(C)C)(C)C)[N:36]=2)=[CH:4][N:3]=1.[F-].C([N+](CCCC)(CCCC)CCCC)CCC. Product: [NH2:1][C:2]1[C:7]([C:8]2[S:12][C:11]3[CH:13]=[CH:14][C:15]([NH:17][C:18]([NH:20][C:21]4[CH:26]=[CH:25][C:24]([Cl:27])=[C:23]([C:28]([F:31])([F:30])[F:29])[CH:22]=4)=[O:19])=[CH:16][C:10]=3[CH:9]=2)=[CH:6][C:5]([C:32]2[N:33]=[N:34][N:35]([CH2:37][CH2:38][CH2:39][OH:40])[N:36]=2)=[CH:4][N:3]=1. The catalyst class is: 7. (5) Reactant: N1C=CC=CC=1.[CH2:7]([NH:11][CH2:12][CH2:13][CH2:14][CH2:15][OH:16])[CH2:8][CH2:9][CH3:10].[Cl:17][CH2:18][C:19](O[C:19](=[O:20])[CH2:18][Cl:17])=[O:20].C(=O)(O)[O-]. Product: [CH2:7]([N:11]([CH2:12][CH2:13][CH2:14][CH2:15][OH:16])[C:19](=[O:20])[CH2:18][Cl:17])[CH2:8][CH2:9][CH3:10]. The catalyst class is: 25.